From a dataset of Reaction yield outcomes from USPTO patents with 853,638 reactions. Predict the reaction yield, written as a fraction of the theoretical maximum amount of product (1.0 means a 100% yield; for example, 0.34 means a 34% yield). (1) The product is [C:21]([O:7][CH2:6][C@H:5]1[O:8][C@@H:1]([N:9]2[CH:17]=[C:15]([CH3:16])[C:13](=[O:14])[NH:12][C:10]2=[O:11])[CH2:2][C@@H:3]1[OH:4])([O:23][CH2:24][CH:25]1[C:26]2[C:31](=[CH:30][CH:29]=[CH:28][CH:27]=2)[C:32]2[C:37]1=[CH:36][CH:35]=[CH:34][CH:33]=2)=[O:22]. The reactants are [C@@H:1]1([N:9]2[CH:17]=[C:15]([CH3:16])[C:13](=[O:14])[NH:12][C:10]2=[O:11])[O:8][C@H:5]([CH2:6][OH:7])[C@@H:3]([OH:4])[CH2:2]1.ClCCl.[C:21](Cl)([O:23][CH2:24][CH:25]1[C:37]2[C:32](=[CH:33][CH:34]=[CH:35][CH:36]=2)[C:31]2[C:26]1=[CH:27][CH:28]=[CH:29][CH:30]=2)=[O:22]. The yield is 0.760. The catalyst is N1C=CC=CC=1. (2) The yield is 0.300. The reactants are [Si:1]([O:8][CH2:9][CH2:10][C:11]#[N:12])([C:4]([CH3:7])([CH3:6])[CH3:5])([CH3:3])[CH3:2].[CH2:13]([Mg]Br)[CH3:14].B(F)(F)F.CCOCC. The product is [Si:1]([O:8][CH2:9][CH2:10][C:11]1([NH2:12])[CH2:14][CH2:13]1)([C:4]([CH3:7])([CH3:6])[CH3:5])([CH3:3])[CH3:2]. The catalyst is CCOCC.C([O-])(C)C.C([O-])(C)C.C([O-])(C)C.C([O-])(C)C.[Ti+4]. (3) The reactants are [CH3:1][C:2]1[CH:7]=[CH:6][C:5]([C:8](=[O:10])[CH3:9])=[CH:4][CH:3]=1.C[O-].[Na+].[F:14][C:15]([F:22])([F:21])[C:16](OCC)=[O:17]. The catalyst is CO. The product is [CH3:1][C:2]1[CH:7]=[CH:6][C:5]([C:8](=[O:10])[CH2:9][C:16](=[O:17])[C:15]([F:22])([F:21])[F:14])=[CH:4][CH:3]=1. The yield is 0.940. (4) The reactants are C([N-]C(C)C)(C)C.[Li+].[CH2:9]([N:16]1[CH2:21][CH2:20][CH:19]([N:22]2[CH:26]=[C:25]([Br:27])[CH:24]=[N:23]2)[CH2:18][CH2:17]1)[C:10]1[CH:15]=[CH:14][CH:13]=[CH:12][CH:11]=1.[F:28]N(S(C1C=CC=CC=1)(=O)=O)S(C1C=CC=CC=1)(=O)=O. The catalyst is C1COCC1. The product is [CH2:9]([N:16]1[CH2:21][CH2:20][CH:19]([N:22]2[C:26]([F:28])=[C:25]([Br:27])[CH:24]=[N:23]2)[CH2:18][CH2:17]1)[C:10]1[CH:15]=[CH:14][CH:13]=[CH:12][CH:11]=1. The yield is 0.250. (5) The reactants are [Br:1][C:2]1[S:6][C:5]([C:7]([C:10]2[CH:15]=[CH:14][CH:13]=[C:12]([Cl:16])[CH:11]=2)([OH:9])[CH3:8])=[CH:4][CH:3]=1.N1C=CN=C1.[CH3:22][Si:23](Cl)([CH3:25])[CH3:24].C([O-])(O)=O.[Na+]. The catalyst is CN(C=O)C. The product is [Br:1][C:2]1[S:6][C:5]([C:7]([C:10]2[CH:15]=[CH:14][CH:13]=[C:12]([Cl:16])[CH:11]=2)([O:9][Si:23]([CH3:25])([CH3:24])[CH3:22])[CH3:8])=[CH:4][CH:3]=1. The yield is 0.720. (6) The reactants are [CH3:1][O:2][C:3]1[CH:4]=[C:5]([CH:14]=[CH:15][C:16]=1[O:17][CH3:18])[C:6]([CH2:8][C:9]([O:11]CC)=O)=O.[C:19]1([NH:25][NH2:26])[CH:24]=[CH:23][CH:22]=[CH:21][CH:20]=1. The catalyst is C(O)C. The product is [CH3:1][O:2][C:3]1[CH:4]=[C:5]([C:6]2[CH2:8][C:9](=[O:11])[N:25]([C:19]3[CH:24]=[CH:23][CH:22]=[CH:21][CH:20]=3)[N:26]=2)[CH:14]=[CH:15][C:16]=1[O:17][CH3:18]. The yield is 0.220. (7) The reactants are [CH:1]1([CH2:4][N:5]2[C:9]3[CH:10]=[CH:11][C:12]([S:14]([CH2:17][C:18]([CH3:21])([NH2:20])[CH3:19])(=[O:16])=[O:15])=[CH:13][C:8]=3[N:7]=[C:6]2[CH2:22][C:23]([CH3:26])([CH3:25])[CH3:24])[CH2:3][CH2:2]1.N1C=CC=CC=1.[C:33](OC(=O)C)(=[O:35])[CH3:34]. The catalyst is ClCCl. The product is [CH:1]1([CH2:4][N:5]2[C:9]3[CH:10]=[CH:11][C:12]([S:14]([CH2:17][C:18]([NH:20][C:33](=[O:35])[CH3:34])([CH3:19])[CH3:21])(=[O:16])=[O:15])=[CH:13][C:8]=3[N:7]=[C:6]2[CH2:22][C:23]([CH3:26])([CH3:25])[CH3:24])[CH2:2][CH2:3]1. The yield is 0.780.